From a dataset of hERG Central: cardiac toxicity at 1µM, 10µM, and general inhibition. Predict hERG channel inhibition at various concentrations. The drug is COc1ccc(CCNC(=O)c2ccc(CN3CCC(Cc4ccccc4)CC3)cc2)cc1OC. Results: hERG_inhib (hERG inhibition (general)): blocker.